This data is from Reaction yield outcomes from USPTO patents with 853,638 reactions. The task is: Predict the reaction yield, written as a fraction of the theoretical maximum amount of product (1.0 means a 100% yield; for example, 0.34 means a 34% yield). (1) The reactants are [CH3:1][O:2][C:3]1[CH:4]=[C:5]2[C:10](=[CH:11][C:12]=1[O:13][CH3:14])[N:9]=[CH:8][CH:7]=[C:6]2[O:15][C:16]1[CH:21]=[CH:20][C:19]([NH:22][C:23](=O)[CH2:24][CH2:25][O:26][C:27]2[CH:32]=[CH:31][CH:30]=[CH:29][C:28]=2[CH3:33])=[CH:18][CH:17]=1.Cl.[Na]. The catalyst is O1CCCC1. The product is [CH3:1][O:2][C:3]1[CH:4]=[C:5]2[C:10](=[CH:11][C:12]=1[O:13][CH3:14])[N:9]=[CH:8][CH:7]=[C:6]2[O:15][C:16]1[CH:17]=[CH:18][C:19]([NH:22][CH2:23][CH2:24][CH2:25][O:26][C:27]2[CH:32]=[CH:31][CH:30]=[CH:29][C:28]=2[CH3:33])=[CH:20][CH:21]=1. The yield is 0.800. (2) The reactants are [CH2:1]([N:3]([CH2:6][C:7]1[CH:14]=[CH:13][C:10]([CH:11]=O)=[CH:9][CH:8]=1)[CH2:4][CH3:5])[CH3:2].S([O-])([O-])(=O)=O.[Mg+2].[NH2:21][C:22]1[CH:30]=[CH:29][CH:28]=[C:27]2[C:23]=1[CH2:24][O:25][C:26]2=[O:31]. The catalyst is C(#N)C. The product is [CH2:1]([N:3]([CH2:6][C:7]1[CH:14]=[CH:13][C:10](/[CH:11]=[N:21]/[C:22]2[CH:30]=[CH:29][CH:28]=[C:27]3[C:23]=2[CH2:24][O:25][C:26]3=[O:31])=[CH:9][CH:8]=1)[CH2:4][CH3:5])[CH3:2]. The yield is 0.320. (3) The reactants are C[O:2][C:3]([C:5]1[CH:6]=[N:7][N:8]([C:11]([CH3:14])([CH3:13])[CH3:12])[C:9]=1[CH3:10])=[O:4].[OH-].[Na+]. The catalyst is CO. The product is [C:11]([N:8]1[C:9]([CH3:10])=[C:5]([C:3]([OH:4])=[O:2])[CH:6]=[N:7]1)([CH3:14])([CH3:12])[CH3:13]. The yield is 0.780. (4) The product is [CH3:17][N:12]1[CH2:13][C:14]23[CH:7]([CH2:8][CH2:9][CH:10]2[CH2:11]1)[C:6]1[CH:18]=[CH:19][C:3]([OH:2])=[CH:4][C:5]=1[CH2:16][CH2:15]3. The yield is 0.318. The catalyst is [I-].C([N+](CCCC)(CCCC)CCCC)CCC.C(Cl)Cl. The reactants are C[O:2][C:3]1[CH:19]=[CH:18][C:6]2[CH:7]3[C:14]4([CH2:15][CH2:16][C:5]=2[CH:4]=1)[CH:10]([CH2:11][N:12]([CH3:17])[CH2:13]4)[CH2:9][CH2:8]3.B(Cl)(Cl)Cl. (5) The reactants are [CH2:1]([S:8][C:9]1[CH:10]=[C:11]2[C:16](=[CH:17][CH:18]=1)[C:15](Cl)=[N:14][CH:13]=[CH:12]2)[C:2]1[CH:7]=[CH:6][CH:5]=[CH:4][CH:3]=1.[CH3:20][O:21][C:22]1[CH:27]=[C:26]([C:28]([F:31])([F:30])[F:29])[CH:25]=[CH:24][C:23]=1B(O)O.P([O-])([O-])([O-])=O.[K+].[K+].[K+].O1CCCOC1. The catalyst is O. The product is [CH2:1]([S:8][C:9]1[CH:10]=[C:11]2[C:16](=[CH:17][CH:18]=1)[C:15]([C:23]1[CH:24]=[CH:25][C:26]([C:28]([F:31])([F:30])[F:29])=[CH:27][C:22]=1[O:21][CH3:20])=[N:14][CH:13]=[CH:12]2)[C:2]1[CH:7]=[CH:6][CH:5]=[CH:4][CH:3]=1. The yield is 0.970. (6) The reactants are [N:1]1[CH:6]=[CH:5][CH:4]=[C:3]([NH2:7])[N:2]=1.N1C=CC=CC=1.Cl[C:15]([O:17][C:18]1[CH:23]=[CH:22][CH:21]=[CH:20][CH:19]=1)=[O:16]. The catalyst is C1COCC1.CC#N. The product is [N:1]1[CH:6]=[CH:5][CH:4]=[C:3]([NH:7][C:15](=[O:16])[O:17][C:18]2[CH:23]=[CH:22][CH:21]=[CH:20][CH:19]=2)[N:2]=1. The yield is 0.700. (7) The yield is 0.780. The product is [C:11]([O:15][C:16]([NH:18][C@@:19]1([C:34]([O:36][C:37]([CH3:40])([CH3:39])[CH3:38])=[O:35])[C@H:24]([O:25][CH2:5][C:4]2[CH:7]=[CH:8][C:9]([Cl:10])=[C:2]([Cl:1])[CH:3]=2)[C@H:23]([OH:26])[C@@H:22]2[C@H:20]1[C@H:21]2[C:27]([O:29][C:30]([CH3:32])([CH3:31])[CH3:33])=[O:28])=[O:17])([CH3:14])([CH3:12])[CH3:13]. The reactants are [Cl:1][C:2]1[CH:3]=[C:4]([CH:7]=[CH:8][C:9]=1[Cl:10])[CH2:5]Br.[C:11]([O:15][C:16]([NH:18][C@@:19]1([C:34]([O:36][C:37]([CH3:40])([CH3:39])[CH3:38])=[O:35])[C@H:24]([OH:25])[C@H:23]([OH:26])[C@@H:22]2[C@H:20]1[C@H:21]2[C:27]([O:29][C:30]([CH3:33])([CH3:32])[CH3:31])=[O:28])=[O:17])([CH3:14])([CH3:13])[CH3:12]. The catalyst is [I-].C([N+](CCCC)(CCCC)CCCC)CCC.CN(C)C=O.C(OCC)C.[Ag]=O.